Predict the reaction yield, written as a fraction of the theoretical maximum amount of product (1.0 means a 100% yield; for example, 0.34 means a 34% yield). From a dataset of Reaction yield outcomes from USPTO patents with 853,638 reactions. (1) The reactants are [CH3:1][O:2][C:3]1[CH:4]=[C:5]2[C:10](=[CH:11][C:12]=1[O:13][CH3:14])[N:9]=[CH:8][CH:7]=[C:6]2[O:15][C:16]1[C:17]([CH3:26])=[N:18][C:19]2[C:24]([CH:25]=1)=[CH:23][CH:22]=[CH:21][CH:20]=2.[CH:27]([N-:30][CH:31]([CH3:33])[CH3:32])([CH3:29])[CH3:28].[Li+].C1C(=O)N(Br)C(=O)C1.O. The catalyst is O1CCCC1. The product is [CH3:1][O:2][C:3]1[CH:4]=[C:5]2[C:10](=[CH:11][C:12]=1[O:13][CH3:14])[N:9]=[CH:8][CH:7]=[C:6]2[O:15][C:16]1[C:17]([CH2:26][N:30]([CH:31]([CH3:33])[CH3:32])[CH:27]([CH3:29])[CH3:28])=[N:18][C:19]2[C:24]([CH:25]=1)=[CH:23][CH:22]=[CH:21][CH:20]=2. The yield is 0.160. (2) The reactants are [C:1]([NH:9][C@@H:10]([CH2:15][CH2:16][CH2:17][CH2:18][NH:19][C:20]([O:22]C(C)(C)C)=O)[C:11]([O:13][CH3:14])=[O:12])(=[O:8])[C:2]1[CH:7]=[CH:6][CH:5]=[CH:4][CH:3]=1.Cl.O1CCOCC1.[C:34]([O:38][C:39]([NH:41][CH2:42]C(O)=O)=[O:40])([CH3:37])([CH3:36])[CH3:35].C1CN([P+](Br)(N2CCCC2)N2CCCC2)CC1.F[P-](F)(F)(F)(F)F.CCN(C(C)C)C(C)C. The catalyst is CCOC(C)=O. The product is [C:1]([NH:9][C@@H:10]([CH2:15][CH2:16][CH2:17][CH2:18][NH:19][C:20](=[O:22])[CH2:42][NH:41][C:39]([O:38][C:34]([CH3:37])([CH3:36])[CH3:35])=[O:40])[C:11]([O:13][CH3:14])=[O:12])(=[O:8])[C:2]1[CH:3]=[CH:4][CH:5]=[CH:6][CH:7]=1. The yield is 0.900. (3) The reactants are [Cl:1][C:2]1[N:3]([C:13]2[CH:18]=[CH:17][C:16]([F:19])=[CH:15][CH:14]=2)[C:4]2[C:9]([C:10]=1[CH:11]=[O:12])=[CH:8][CH:7]=[CH:6][CH:5]=2.[NH:20]1[CH2:25][CH2:24][NH:23][CH2:22][CH2:21]1.Cl. No catalyst specified. The product is [ClH:1].[F:19][C:16]1[CH:17]=[CH:18][C:13]([N:3]2[C:4]3[C:9](=[CH:8][CH:7]=[CH:6][CH:5]=3)[C:10]([CH:11]=[O:12])=[C:2]2[N:20]2[CH2:25][CH2:24][NH:23][CH2:22][CH2:21]2)=[CH:14][CH:15]=1. The yield is 0.400.